Dataset: NCI-60 drug combinations with 297,098 pairs across 59 cell lines. Task: Regression. Given two drug SMILES strings and cell line genomic features, predict the synergy score measuring deviation from expected non-interaction effect. (1) Drug 1: CCCCC(=O)OCC(=O)C1(CC(C2=C(C1)C(=C3C(=C2O)C(=O)C4=C(C3=O)C=CC=C4OC)O)OC5CC(C(C(O5)C)O)NC(=O)C(F)(F)F)O. Drug 2: CCN(CC)CCCC(C)NC1=C2C=C(C=CC2=NC3=C1C=CC(=C3)Cl)OC. Cell line: SR. Synergy scores: CSS=87.4, Synergy_ZIP=3.10, Synergy_Bliss=4.42, Synergy_Loewe=1.92, Synergy_HSA=4.77. (2) Drug 1: CC1=C(C=C(C=C1)NC(=O)C2=CC=C(C=C2)CN3CCN(CC3)C)NC4=NC=CC(=N4)C5=CN=CC=C5. Drug 2: CS(=O)(=O)CCNCC1=CC=C(O1)C2=CC3=C(C=C2)N=CN=C3NC4=CC(=C(C=C4)OCC5=CC(=CC=C5)F)Cl. Cell line: SNB-19. Synergy scores: CSS=-6.30, Synergy_ZIP=6.14, Synergy_Bliss=4.58, Synergy_Loewe=-8.35, Synergy_HSA=-7.84. (3) Drug 1: CS(=O)(=O)OCCCCOS(=O)(=O)C. Drug 2: COC1=C2C(=CC3=C1OC=C3)C=CC(=O)O2. Cell line: NCI-H322M. Synergy scores: CSS=-3.77, Synergy_ZIP=0.602, Synergy_Bliss=-4.12, Synergy_Loewe=-4.62, Synergy_HSA=-6.96. (4) Drug 1: COC1=C2C(=CC3=C1OC=C3)C=CC(=O)O2. Drug 2: N.N.Cl[Pt+2]Cl. Cell line: HS 578T. Synergy scores: CSS=8.38, Synergy_ZIP=0.261, Synergy_Bliss=1.71, Synergy_Loewe=-3.77, Synergy_HSA=-0.974. (5) Drug 1: COC1=NC(=NC2=C1N=CN2C3C(C(C(O3)CO)O)O)N. Drug 2: C1=NC(=NC(=O)N1C2C(C(C(O2)CO)O)O)N. Cell line: PC-3. Synergy scores: CSS=3.06, Synergy_ZIP=1.10, Synergy_Bliss=3.88, Synergy_Loewe=-11.1, Synergy_HSA=-2.38. (6) Drug 1: C1=NC2=C(N=C(N=C2N1C3C(C(C(O3)CO)O)F)Cl)N. Drug 2: CN(CCCl)CCCl.Cl. Cell line: SN12C. Synergy scores: CSS=38.9, Synergy_ZIP=1.12, Synergy_Bliss=7.71, Synergy_Loewe=-2.76, Synergy_HSA=-0.776. (7) Drug 1: COC1=C(C=C2C(=C1)N=CN=C2NC3=CC(=C(C=C3)F)Cl)OCCCN4CCOCC4. Drug 2: CCN(CC)CCCC(C)NC1=C2C=C(C=CC2=NC3=C1C=CC(=C3)Cl)OC. Cell line: T-47D. Synergy scores: CSS=27.3, Synergy_ZIP=-5.04, Synergy_Bliss=1.35, Synergy_Loewe=2.48, Synergy_HSA=2.94. (8) Drug 2: CN1CCC(CC1)COC2=C(C=C3C(=C2)N=CN=C3NC4=C(C=C(C=C4)Br)F)OC. Drug 1: CCCS(=O)(=O)NC1=C(C(=C(C=C1)F)C(=O)C2=CNC3=C2C=C(C=N3)C4=CC=C(C=C4)Cl)F. Synergy scores: CSS=-5.12, Synergy_ZIP=-0.491, Synergy_Bliss=-3.47, Synergy_Loewe=-5.55, Synergy_HSA=-5.28. Cell line: HOP-62.